This data is from Catalyst prediction with 721,799 reactions and 888 catalyst types from USPTO. The task is: Predict which catalyst facilitates the given reaction. (1) Reactant: [Cl:1][C:2]1[N:7]=[C:6]([C:8]([CH:10]2[CH2:12][CH2:11]2)=[O:9])[CH:5]=[CH:4][N:3]=1.[BH4-].[Na+]. Product: [Cl:1][C:2]1[N:7]=[C:6]([CH:8]([CH:10]2[CH2:11][CH2:12]2)[OH:9])[CH:5]=[CH:4][N:3]=1. The catalyst class is: 191. (2) Reactant: [NH2:1][C:2]([NH:4][C:5]1[CH:35]=[CH:34][C:8]([C:9]([NH:11][C:12]2[CH:13]=[CH:14][C:15]3[N:19]=[CH:18][N:17]([CH:20]([C:27]4[CH:32]=[CH:31][CH:30]=[CH:29][CH:28]=4)[CH2:21][C:22]([O:24]CC)=[O:23])[C:16]=3[CH:33]=2)=[O:10])=[CH:7][CH:6]=1)=[NH:3]. Product: [NH2:3][C:2]([NH:4][C:5]1[CH:6]=[CH:7][C:8]([C:9]([NH:11][C:12]2[CH:13]=[CH:14][C:15]3[N:19]=[CH:18][N:17]([CH:20]([C:27]4[CH:28]=[CH:29][CH:30]=[CH:31][CH:32]=4)[CH2:21][C:22]([OH:24])=[O:23])[C:16]=3[CH:33]=2)=[O:10])=[CH:34][CH:35]=1)=[NH:1]. The catalyst class is: 33. (3) Reactant: C(N(CC)CC)C.[CH3:8][O:9][CH2:10][CH2:11][NH2:12].[CH:13]([C:15]1[CH:16]=[C:17]([CH:21]=[CH:22][CH:23]=1)[C:18](Cl)=[O:19])=[O:14]. Product: [CH3:8][O:9][CH2:10][CH2:11][NH:12][C:13]([C:15]1[CH:16]=[C:17]([CH:21]=[CH:22][CH:23]=1)[CH:18]=[O:19])=[O:14]. The catalyst class is: 7.